This data is from Full USPTO retrosynthesis dataset with 1.9M reactions from patents (1976-2016). The task is: Predict the reactants needed to synthesize the given product. (1) Given the product [CH2:1]([C:3]1[CH:8]=[CH:7][CH:6]=[C:5]([O:9][CH3:10])[C:4]=1[CH:11]=[O:20])[CH3:2], predict the reactants needed to synthesize it. The reactants are: [CH2:1]([C:3]1[CH:8]=[CH:7][CH:6]=[C:5]([O:9][CH3:10])[C:4]=1/[CH:11]=N/C(C(C)C)C(C)C)[CH3:2].[OH-:20].[Na+]. (2) The reactants are: [NH2:1][C@@H:2]1[CH2:6][CH2:5][N:4]([C:7]([O:9][C:10]([CH3:13])([CH3:12])[CH3:11])=[O:8])[CH2:3]1.C(N(CC)CC)C.Cl[C:22]([O:24][C@H:25]1[CH2:29][CH2:28][O:27][CH2:26]1)=[O:23]. Given the product [C:10]([O:9][C:7]([N:4]1[CH2:5][CH2:6][C@@H:2]([NH:1][C:22](=[O:23])[O:24][C@H:25]2[CH2:29][CH2:28][O:27][CH2:26]2)[CH2:3]1)=[O:8])([CH3:13])([CH3:12])[CH3:11], predict the reactants needed to synthesize it. (3) Given the product [C:22]1([N:7]2[C:8]3[C:9](=[CH:10][CH:11]=[C:12]4[C:13]5[CH:14]=[CH:15][CH:16]=[CH:17][C:18]=5[NH:19][C:20]4=3)[C:5]3[C:6]2=[CH:1][CH:2]=[CH:3][CH:4]=3)[CH:27]=[CH:26][CH:25]=[CH:24][CH:23]=1, predict the reactants needed to synthesize it. The reactants are: [CH:1]1[C:6]2[N:7]=[C:8]3[C:20]4[C:12]([C:13]5[C:18]([N:19]=4)=[CH:17][CH:16]=[CH:15][CH:14]=5)=[CH:11][CH:10]=[C:9]3[C:5]=2[CH:4]=[CH:3][CH:2]=1.I[C:22]1[CH:27]=[CH:26][CH:25]=[CH:24][CH:23]=1.C(=O)([O-])[O-].[K+].[K+].N1C2C(=CC=CC=2)C=CC=1. (4) Given the product [Cl:36][C:29]1[CH:30]=[N+:31]([O-:35])[CH:32]=[C:33]([Cl:34])[C:28]=1[CH2:27][C@H:26]([O:25][C:23]([C@@H:19]1[CH2:20][CH2:21][CH2:22][N:18]1[C:16](=[O:17])[C:15]1[CH:52]=[CH:53][C:54]([O:55][CH2:56][CH:57]2[CH2:58][CH2:59]2)=[C:13]([NH:8][S:9]([CH3:12])(=[O:11])=[O:10])[CH:14]=1)=[O:24])[C:37]1[CH:42]=[CH:41][C:40]([O:43][CH:44]([F:46])[F:45])=[C:39]([O:47][CH2:48][CH:49]2[CH2:50][CH2:51]2)[CH:38]=1, predict the reactants needed to synthesize it. The reactants are: C(OC([N:8]([C:13]1[CH:14]=[C:15]([CH:52]=[CH:53][C:54]=1[O:55][CH2:56][CH:57]1[CH2:59][CH2:58]1)[C:16]([N:18]1[CH2:22][CH2:21][CH2:20][C@H:19]1[C:23]([O:25][C@H:26]([C:37]1[CH:42]=[CH:41][C:40]([O:43][CH:44]([F:46])[F:45])=[C:39]([O:47][CH2:48][CH:49]2[CH2:51][CH2:50]2)[CH:38]=1)[CH2:27][C:28]1[C:33]([Cl:34])=[CH:32][N+:31]([O-:35])=[CH:30][C:29]=1[Cl:36])=[O:24])=[O:17])[S:9]([CH3:12])(=[O:11])=[O:10])=O)(C)(C)C. (5) Given the product [C:38]([OH:47])(=[O:46])[C@@H:39]([C@H:41]([C:43]([OH:45])=[O:44])[OH:42])[OH:40].[NH2:8][C@H:16]1[C@@H:20]2[O:21][C:22]([CH3:24])([CH3:25])[O:23][C@@H:19]2[C@@H:18]([O:26][CH2:27][C:28]([O:30][C:31]([CH3:34])([CH3:33])[CH3:32])=[O:29])[CH2:17]1, predict the reactants needed to synthesize it. The reactants are: C([N:8]([C@H:16]1[C@@H:20]2[O:21][C:22]([CH3:25])([CH3:24])[O:23][C@@H:19]2[C@@H:18]([O:26][CH2:27][C:28]([O:30][C:31]([CH3:34])([CH3:33])[CH3:32])=[O:29])[CH2:17]1)CC1C=CC=CC=1)C1C=CC=CC=1.C(O)C.[C:38]([OH:47])(=[O:46])[C@@H:39]([C@H:41]([C:43]([OH:45])=[O:44])[OH:42])[OH:40]. (6) Given the product [CH3:1][S:2]([O:19][CH:17]1[CH2:16][CH2:15][O:14][CH:13]([C:10]2[CH:11]=[CH:12][C:7]([Cl:6])=[CH:8][CH:9]=2)[CH2:18]1)(=[O:4])=[O:3], predict the reactants needed to synthesize it. The reactants are: [CH3:1][S:2](Cl)(=[O:4])=[O:3].[Cl:6][C:7]1[CH:12]=[CH:11][C:10]([CH:13]2[CH2:18][CH:17]([OH:19])[CH2:16][CH2:15][O:14]2)=[CH:9][CH:8]=1. (7) Given the product [Br:28][C:7]1[CH:6]=[C:5]2[C:10](=[CH:9][CH:8]=1)[N:1]([C:11]1[C:15]3[CH2:16][N:17]([C:20](=[O:22])[CH3:21])[CH2:18][CH2:19][C:14]=3[N:13]([C@H:23]3[CH2:27][CH2:26][O:25][CH2:24]3)[N:12]=1)[CH2:2][CH2:3][CH2:4]2, predict the reactants needed to synthesize it. The reactants are: [N:1]1([C:11]2[C:15]3[CH2:16][N:17]([C:20](=[O:22])[CH3:21])[CH2:18][CH2:19][C:14]=3[N:13]([C@H:23]3[CH2:27][CH2:26][O:25][CH2:24]3)[N:12]=2)[C:10]2[C:5](=[CH:6][CH:7]=[CH:8][CH:9]=2)[CH2:4][CH2:3][CH2:2]1.[Br:28]N1C(=O)CCC1=O.O. (8) The reactants are: [N+:1]([C:4]1[CH:17]=[CH:16][CH:15]=[CH:14][C:5]=1[CH2:6][NH:7][CH2:8][C:9]([O:11]CC)=O)([O-])=O.C(OC(OC(C)(C)C)=O)(OC(C)(C)C)=O.C(N(CC)CC)C.[H][H].[N:42]1([C:47]([C:49]2[CH:56]=[CH:55][C:52]([CH:53]=O)=[CH:51][CH:50]=2)=[O:48])[CH2:46][CH:45]=[CH:44][CH2:43]1.C(O)(=O)C.C(O[BH-](OC(=O)C)OC(=O)C)(=O)C.[Na+].[Cl:75]CCl. Given the product [ClH:75].[N:42]1([C:47]([C:49]2[CH:50]=[CH:51][C:52]([CH2:53][N:1]3[C:4]4[CH:17]=[CH:16][CH:15]=[CH:14][C:5]=4[CH2:6][NH:7][CH2:8][C:9]3=[O:11])=[CH:55][CH:56]=2)=[O:48])[CH2:43][CH:44]=[CH:45][CH2:46]1, predict the reactants needed to synthesize it. (9) Given the product [N:5]1([CH2:4][CH2:3][N:22]2[CH2:23][CH2:24][C:25]([CH3:37])([C:26]3[CH:31]=[CH:30][CH:29]=[C:28]([C:32]4[N:33]=[N:34][NH:35][CH:36]=4)[CH:27]=3)[CH:20]([CH3:19])[CH2:21]2)[CH2:11][CH2:10][CH2:9][CH2:8][CH2:7][CH2:6]1, predict the reactants needed to synthesize it. The reactants are: Cl.Cl[CH2:3][CH2:4][N:5]1[CH2:11][CH2:10][CH2:9][CH2:8][CH2:7][CH2:6]1.C(N(CC)CC)C.[CH3:19][CH:20]1[C:25]([CH3:37])([C:26]2[CH:31]=[CH:30][CH:29]=[C:28]([C:32]3[N:33]=[N:34][NH:35][CH:36]=3)[CH:27]=2)[CH2:24][CH2:23][NH:22][CH2:21]1.[I-].[Na+].C(=O)([O-])O.[Na+].